This data is from Catalyst prediction with 721,799 reactions and 888 catalyst types from USPTO. The task is: Predict which catalyst facilitates the given reaction. (1) Reactant: [C:1]([C:3]1[CH:10]=[CH:9][C:6]([CH:7]=O)=[CH:5][CH:4]=1)#[N:2].Cl.[C:12]([O:16][C:17](=[O:21])[CH2:18][CH2:19][NH2:20])([CH3:15])([CH3:14])[CH3:13].C(O[BH-](OC(=O)C)OC(=O)C)(=O)C.[Na+].C(=O)(O)[O-].[Na+]. Product: [C:12]([O:16][C:17](=[O:21])[CH2:18][CH2:19][NH:20][CH2:7][C:6]1[CH:9]=[CH:10][C:3]([C:1]#[N:2])=[CH:4][CH:5]=1)([CH3:15])([CH3:14])[CH3:13]. The catalyst class is: 4. (2) Reactant: C(N(CC)CC)C.[NH:8]1[CH2:13][CH2:12][CH:11]([C:14]([OH:16])=[O:15])[CH2:10][CH2:9]1.Cl[C:18]([O:20][CH2:21][C:22]1[CH:27]=[CH:26][CH:25]=[CH:24][CH:23]=1)=[O:19]. Product: [CH2:21]([O:20][C:18]([N:8]1[CH2:13][CH2:12][CH:11]([C:14]([OH:16])=[O:15])[CH2:10][CH2:9]1)=[O:19])[C:22]1[CH:27]=[CH:26][CH:25]=[CH:24][CH:23]=1. The catalyst class is: 4. (3) The catalyst class is: 103. Reactant: [CH2:1]([N:3]([CH2:16][CH3:17])[C:4]([C:6]1[CH:11]=[CH:10][C:9]([F:12])=[CH:8][C:7]=1B(O)O)=[O:5])[CH3:2].Br[C:19]1[C:20]([O:26][CH3:27])=[N:21][CH:22]=[N:23][C:24]=1[CH3:25].C(=O)([O-])[O-].[Na+].[Na+].C1(C)C=CC=CC=1. Product: [CH2:1]([N:3]([CH2:16][CH3:17])[C:4](=[O:5])[C:6]1[CH:11]=[CH:10][C:9]([F:12])=[CH:8][C:7]=1[C:19]1[C:20]([O:26][CH3:27])=[N:21][CH:22]=[N:23][C:24]=1[CH3:25])[CH3:2]. (4) Reactant: [F:1][C:2]1[CH:3]=[C:4]([C@H:8]2[CH2:12][CH2:11][C@@H:10]([CH2:13][OH:14])[N:9]2[C:15]2[CH:20]=[CH:19][N:18]3[N:21]=[CH:22][C:23]([C:24]([OH:26])=O)=[C:17]3[N:16]=2)[CH:5]=[N:6][CH:7]=1.[F:27][C:28]([F:33])([F:32])[C@H:29]([NH2:31])[CH3:30].CN(C(ON1N=NC2C=CC=NC1=2)=[N+](C)C)C.F[P-](F)(F)(F)(F)F.CCN(C(C)C)C(C)C. Product: [F:1][C:2]1[CH:3]=[C:4]([C@H:8]2[CH2:12][CH2:11][C@@H:10]([CH2:13][OH:14])[N:9]2[C:15]2[CH:20]=[CH:19][N:18]3[N:21]=[CH:22][C:23]([C:24]([NH:31][C@H:29]([CH3:30])[C:28]([F:33])([F:32])[F:27])=[O:26])=[C:17]3[N:16]=2)[CH:5]=[N:6][CH:7]=1. The catalyst class is: 3. (5) Reactant: [OH:1][CH:2]([C:5]1[C:26]([CH3:27])=[CH:25][C:8]([O:9][CH2:10][C:11]2[CH:16]=[CH:15][CH:14]=[CH:13][C:12]=2/[C:17](=[CH:22]\[O:23][CH3:24])/[C:18]([O:20][CH3:21])=[O:19])=[C:7]([CH3:28])[CH:6]=1)[CH2:3][CH3:4].[Cr](O[Cr]([O-])(=O)=O)([O-])(=O)=O.[NH+]1C=CC=CC=1.[NH+]1C=CC=CC=1. Product: [CH3:28][C:7]1[CH:6]=[C:5]([C:2](=[O:1])[CH2:3][CH3:4])[C:26]([CH3:27])=[CH:25][C:8]=1[O:9][CH2:10][C:11]1[CH:16]=[CH:15][CH:14]=[CH:13][C:12]=1/[C:17](=[CH:22]\[O:23][CH3:24])/[C:18]([O:20][CH3:21])=[O:19]. The catalyst class is: 4. (6) Reactant: [Cl:1][C:2]1[CH:11]=[C:10]([C:12](O)=[O:13])[CH:9]=[C:8]2[C:3]=1[C:4](=[O:26])[N:5]([C:16]1[CH:21]=[CH:20][C:19]([O:22][CH3:23])=[C:18]([O:24][CH3:25])[N:17]=1)[C:6](=[S:15])[NH:7]2.CCN(C(C)C)C(C)C.CN(C(ON1N=NC2C=CC=NC1=2)=[N+](C)C)C.F[P-](F)(F)(F)(F)F.[Cl:60][C:61]1[CH:62]=[C:63]([CH:66]=[CH:67][CH:68]=1)[CH2:64][NH2:65]. Product: [Cl:1][C:2]1[CH:11]=[C:10]([C:12]([NH:65][CH2:64][C:63]2[CH:66]=[CH:67][CH:68]=[C:61]([Cl:60])[CH:62]=2)=[O:13])[CH:9]=[C:8]2[C:3]=1[C:4](=[O:26])[N:5]([C:16]1[CH:21]=[CH:20][C:19]([O:22][CH3:23])=[C:18]([O:24][CH3:25])[N:17]=1)[C:6](=[S:15])[NH:7]2. The catalyst class is: 3.